This data is from Reaction yield outcomes from USPTO patents with 853,638 reactions. The task is: Predict the reaction yield, written as a fraction of the theoretical maximum amount of product (1.0 means a 100% yield; for example, 0.34 means a 34% yield). (1) The reactants are [CH3:1][O:2][C:3]1[CH:8]=[CH:7][C:6]([NH:9][C:10]2[N:15]=[C:14](Cl)[N:13]=[C:12]([Cl:17])[N:11]=2)=[CH:5][CH:4]=1.[NH2:18][C:19]1[CH:24]=[CH:23][CH:22]=[CH:21][CH:20]=1.C(N(C(C)C)CC)(C)C. The catalyst is C(#N)C. The product is [Cl:17][C:12]1[N:11]=[C:10]([NH:9][C:6]2[CH:5]=[CH:4][C:3]([O:2][CH3:1])=[CH:8][CH:7]=2)[N:15]=[C:14]([NH:18][C:19]2[CH:24]=[CH:23][CH:22]=[CH:21][CH:20]=2)[N:13]=1. The yield is 0.570. (2) The reactants are [F:1][C:2]1[CH:7]=[C:6]([C:8](OC)=[O:9])[C:5]([C:12]2[N:13]=[CH:14][N:15]([C:17]([C:30]3[CH:35]=[CH:34][CH:33]=[CH:32][CH:31]=3)([C:24]3[CH:29]=[CH:28][CH:27]=[CH:26][CH:25]=3)[C:18]3[CH:23]=[CH:22][CH:21]=[CH:20][CH:19]=3)[CH:16]=2)=[CH:4][N:3]=1.[BH4-].[Na+]. The catalyst is C1COCC1.CO. The product is [F:1][C:2]1[CH:7]=[C:6]([CH2:8][OH:9])[C:5]([C:12]2[N:13]=[CH:14][N:15]([C:17]([C:30]3[CH:35]=[CH:34][CH:33]=[CH:32][CH:31]=3)([C:24]3[CH:25]=[CH:26][CH:27]=[CH:28][CH:29]=3)[C:18]3[CH:23]=[CH:22][CH:21]=[CH:20][CH:19]=3)[CH:16]=2)=[CH:4][N:3]=1. The yield is 0.620.